From a dataset of Experimentally validated miRNA-target interactions with 360,000+ pairs, plus equal number of negative samples. Binary Classification. Given a miRNA mature sequence and a target amino acid sequence, predict their likelihood of interaction. (1) The miRNA is hsa-miR-6853-3p with sequence UGUUCAUUGGAACCCUGCGCAG. The protein sequence of the target gene is MDGVAEFSEYVSETVDVPSPFDLLEPPTSGGFLKLSKPCCYIFPGGRGDSALFAVNGFNILVDGGSDRKSCFWKLVRHLDRIDSVLLTHIGADNLPGINGLLQRKVAELEEEQSQGSSSYSDWVKNLISPELGVVFFNVPEKLRLPDASRKAKRSIEEACLTLQHLNRLGIQAEPLYRVVSNTIEPLTLFHKMGVGRLDMYVLNPVKDSKEMQFLMQKWAGNSKAKTGIVLPNGKEAEISVPYLTSITALVVWLPANPTEKIVRVLFPGNAPQNKILEGLEKLRHLDFLRYPVATQKDLA.... Result: 0 (no interaction). (2) The miRNA is hsa-miR-103a-2-5p with sequence AGCUUCUUUACAGUGCUGCCUUG. The protein sequence of the target gene is MAFVLILVLSFYELVSGQWQVTGPGKFVQALVGEDAVFSCSLFPETSAEAMEVRFFRNQFHAVVHLYRDGEDWESKQMPQYRGRTEFVKDSIAGGRVSLRLKNITPSDIGLYGCWFSSQIYDEEATWELRVAALGSLPLISIVGYVDGGIQLLCLSSGWFPQPTAKWKGPQGQDLSSDSRANADGYSLYDVEISIIVQENAGSILCSIHLAEQSHEVESKVLIGETFFQPSPWRLASILLGLLCGALCGVVMGMIIVFFKSKGKIQAELDWRRKHGQAELRDARKHAVEVTLDPETAHPK.... Result: 0 (no interaction). (3) The protein sequence of the target gene is MSTAALITLVRSGGNQVRRRVLLSSRLLQDDRRVTPTCHSSTSEPRCSRFDPDGSGSPATWDNFGIWDNRIDEPILLPPSIKYGKPIPKISLENVGCASQIGKRKENEDRFDFAQLTDEVLYFAVYDGHGGPAAADFCHTHMEKCIMDLLPKEKNLETLLTLAFLEIDKAFSSHARLSADATLLTSGTTATVALLRDGIELVVASVGDSRAILCRKGKPMKLTIDHTPERKDEKERIKKCGGFVAWNSLGQPHVNGRLAMTRSIGDLDLKTSGVIAEPETKRIKLHHADDSFLVLTTDGI.... Result: 1 (interaction). The miRNA is hsa-miR-4701-3p with sequence AUGGGUGAUGGGUGUGGUGU.